From a dataset of Catalyst prediction with 721,799 reactions and 888 catalyst types from USPTO. Predict which catalyst facilitates the given reaction. (1) Reactant: [Cl:1][C:2]1[CH:3]=[C:4]([C:8]2[CH:9]=[CH:10][C:11]3[N:18]4[CH2:19][C@H:14]([CH2:15][CH2:16][CH2:17]4)[N:13](C(OC(C)(C)C)=O)[C:12]=3[N:27]=2)[CH:5]=[N:6][CH:7]=1. Product: [Cl:1][C:2]1[CH:3]=[C:4]([C:8]2[CH:9]=[CH:10][C:11]3[N:18]4[CH2:19][C@H:14]([CH2:15][CH2:16][CH2:17]4)[NH:13][C:12]=3[N:27]=2)[CH:5]=[N:6][CH:7]=1. The catalyst class is: 209. (2) Reactant: [N:1]([CH2:4][CH3:5])=[C:2]=[O:3].C(N(CC)CC)C.Cl.[NH2:14][CH:15]1[CH2:20][CH2:19][C:18](=[O:21])[CH2:17][CH2:16]1. Product: [CH2:4]([NH:1][C:2]([NH:14][CH:15]1[CH2:20][CH2:19][C:18](=[O:21])[CH2:17][CH2:16]1)=[O:3])[CH3:5]. The catalyst class is: 11. (3) Product: [CH3:27][O:7][C:6](=[O:8])[C@H:2]([CH2:3][CH2:4][OH:5])[NH:1][C:11]([O:13][C:14]([CH3:17])([CH3:16])[CH3:15])=[O:12]. The catalyst class is: 33. Reactant: [NH2:1][C@H:2]([C:6]([OH:8])=[O:7])[CH2:3][CH2:4][OH:5].[OH-].[Na+].[C:11](O[C:11]([O:13][C:14]([CH3:17])([CH3:16])[CH3:15])=[O:12])([O:13][C:14]([CH3:17])([CH3:16])[CH3:15])=[O:12].O1CCOC[CH2:27]1.O. (4) Reactant: [NH:1]1[C:5]([C:6]([O:8][CH3:9])=[O:7])=[CH:4][CH:3]=[N:2]1.C(=O)([O-])[O-].[Cs+].[Cs+].I[CH:17]([CH3:19])[CH3:18]. Product: [CH3:18][CH:17]([N:1]1[C:5]([C:6]([O:8][CH3:9])=[O:7])=[CH:4][CH:3]=[N:2]1)[CH3:19]. The catalyst class is: 10. (5) Reactant: C[Al](C)C.[NH2:5][C:6]1[CH:11]=[CH:10][CH:9]=[CH:8][CH:7]=1.C([O:14][C:15]([C:17]1[N:21]2[N:22]=[C:23]([Cl:31])[C:24]([CH:26]3[CH2:30][CH2:29][CH2:28][CH2:27]3)=[CH:25][C:20]2=[N:19][CH:18]=1)=O)C. Product: [C:6]1([NH:5][C:15]([C:17]2[N:21]3[N:22]=[C:23]([Cl:31])[C:24]([CH:26]4[CH2:30][CH2:29][CH2:28][CH2:27]4)=[CH:25][C:20]3=[N:19][CH:18]=2)=[O:14])[CH:11]=[CH:10][CH:9]=[CH:8][CH:7]=1. The catalyst class is: 4. (6) Reactant: [Cl:1][C:2]1[CH:3]=[CH:4][C:5]2[NH:11][C:10](=O)[C@@H:9]([CH2:13][C:14]([O:16][CH2:17][CH3:18])=[O:15])[O:8][C@H:7]([C:19]3[CH:24]=[CH:23][CH:22]=[C:21]([O:25][CH3:26])[C:20]=3[O:27][C:28]([F:31])([F:30])[F:29])[C:6]=2[CH:32]=1.C(=O)([O-])O.[Na+].P12(SP3(SP(SP(S3)(S1)=S)(=S)S2)=S)=[S:39]. Product: [Cl:1][C:2]1[CH:3]=[CH:4][C:5]2[NH:11][C:10](=[S:39])[C@@H:9]([CH2:13][C:14]([O:16][CH2:17][CH3:18])=[O:15])[O:8][C@H:7]([C:19]3[CH:24]=[CH:23][CH:22]=[C:21]([O:25][CH3:26])[C:20]=3[O:27][C:28]([F:31])([F:30])[F:29])[C:6]=2[CH:32]=1. The catalyst class is: 7. (7) Reactant: [NH2:1][CH:2]([C:6]1[CH:11]=[CH:10][CH:9]=[CH:8][C:7]=1[O:12][CH3:13])[C:3]([OH:5])=[O:4].[C:14](O[C:14]([O:16][C:17]([CH3:20])([CH3:19])[CH3:18])=[O:15])([O:16][C:17]([CH3:20])([CH3:19])[CH3:18])=[O:15].C(N(CC)C(C)C)(C)C. Product: [C:17]([O:16][C:14]([NH:1][CH:2]([C:6]1[CH:11]=[CH:10][CH:9]=[CH:8][C:7]=1[O:12][CH3:13])[C:3]([OH:5])=[O:4])=[O:15])([CH3:20])([CH3:19])[CH3:18]. The catalyst class is: 2.